This data is from Full USPTO retrosynthesis dataset with 1.9M reactions from patents (1976-2016). The task is: Predict the reactants needed to synthesize the given product. (1) Given the product [CH:1]1([C:5]2[CH:10]=[CH:9][C:8]([C:18]3[N:23]=[N:22][C:21]4[NH:24][CH:25]=[CH:26][C:20]=4[CH:19]=3)=[C:7]([F:14])[C:6]=2[O:15][CH3:16])[CH2:4][CH2:3][CH2:2]1, predict the reactants needed to synthesize it. The reactants are: [CH:1]1([C:5]2[CH:10]=[CH:9][C:8](B(O)O)=[C:7]([F:14])[C:6]=2[O:15][CH3:16])[CH2:4][CH2:3][CH2:2]1.Cl[C:18]1[N:23]=[N:22][C:21]2[NH:24][CH:25]=[CH:26][C:20]=2[CH:19]=1. (2) Given the product [Br:9][C:10]1[C:19]2[C:14](=[CH:15][CH:16]=[CH:17][CH:18]=2)[C:13]([C:20]2[CH2:31][C:30]([C:28]3[CH:27]=[C:26]([Cl:36])[CH:25]=[C:24]([Cl:23])[CH:29]=3)([C:32]([F:33])([F:35])[F:34])[O:22][N:21]=2)=[CH:12][CH:11]=1, predict the reactants needed to synthesize it. The reactants are: ClN1C(=O)CCC1=O.[Br:9][C:10]1[C:19]2[C:14](=[CH:15][CH:16]=[CH:17][CH:18]=2)[C:13]([CH:20]=[N:21][OH:22])=[CH:12][CH:11]=1.[Cl:23][C:24]1[CH:29]=[C:28]([C:30]([C:32]([F:35])([F:34])[F:33])=[CH2:31])[CH:27]=[C:26]([Cl:36])[CH:25]=1.BrC(C(F)(F)F)=C.FF.C(N(CC)CC)C. (3) Given the product [NH2:20][C:14]1[CH:13]=[C:12]([CH:17]=[CH:16][C:15]=1[O:18][CH3:19])[C:11]([O:10][C@H:9]([C:24]1[CH:29]=[CH:28][C:27]([O:30][CH:31]([F:33])[F:32])=[C:26]([O:34][CH2:35][CH:36]2[CH2:37][CH2:38]2)[CH:25]=1)[CH2:8][C:7]1[C:6]([Cl:39])=[CH:5][N+:4]([O-:40])=[CH:3][C:2]=1[Cl:1])=[O:23], predict the reactants needed to synthesize it. The reactants are: [Cl:1][C:2]1[CH:3]=[N+:4]([O-:40])[CH:5]=[C:6]([Cl:39])[C:7]=1[CH2:8][C@@H:9]([C:24]1[CH:29]=[CH:28][C:27]([O:30][CH:31]([F:33])[F:32])=[C:26]([O:34][CH2:35][CH:36]2[CH2:38][CH2:37]2)[CH:25]=1)[O:10][C:11](=[O:23])[C:12]1[CH:17]=[CH:16][C:15]([O:18][CH3:19])=[C:14]([N+:20]([O-])=O)[CH:13]=1.C(Cl)Cl.CO. (4) Given the product [CH3:28][C:18]1[O:17][C:16]([C:13]2[CH:14]=[CH:15][C:10]([C:2]3[S:1][CH:5]=[CH:4][CH:3]=3)=[CH:11][CH:12]=2)=[N:20][C:19]=1[CH2:21][CH2:22][N:23]1[CH2:27][CH2:26][CH2:25][CH2:24]1, predict the reactants needed to synthesize it. The reactants are: [S:1]1[CH:5]=[CH:4][CH:3]=[C:2]1B(O)O.Br[C:10]1[CH:15]=[CH:14][C:13]([C:16]2[O:17][C:18]([CH3:28])=[C:19]([CH2:21][CH2:22][N:23]3[CH2:27][CH2:26][CH2:25][CH2:24]3)[N:20]=2)=[CH:12][CH:11]=1. (5) The reactants are: [C:1]([NH:9][C@H:10]([C:18]([NH:20][C@H:21]([C:30]([OH:32])=[O:31])[CH2:22][C:23]1[CH:28]=[CH:27][C:26]([OH:29])=[CH:25][CH:24]=1)=[O:19])[CH2:11][C:12]1[CH:17]=[CH:16][CH:15]=[CH:14][CH:13]=1)(=[O:8])[C:2]1[CH:7]=[CH:6][CH:5]=[CH:4][CH:3]=1.[OH-].[Na+:34]. Given the product [Na+:34].[C:1]([NH:9][C@H:10]([C:18]([NH:20][C@H:21]([C:30]([O-:32])=[O:31])[CH2:22][C:23]1[CH:28]=[CH:27][C:26]([OH:29])=[CH:25][CH:24]=1)=[O:19])[CH2:11][C:12]1[CH:17]=[CH:16][CH:15]=[CH:14][CH:13]=1)(=[O:8])[C:2]1[CH:7]=[CH:6][CH:5]=[CH:4][CH:3]=1, predict the reactants needed to synthesize it. (6) Given the product [Br:17][C:18]1[CH:19]=[CH:20][C:21]([Cl:27])=[C:22]([CH:26]=1)[C:23]([C:9]1[CH:8]=[CH:7][C:6]2[O:1][CH2:2][CH2:3][N:4]([C:11](=[O:16])[C:12]([F:15])([F:13])[F:14])[C:5]=2[CH:10]=1)=[O:24], predict the reactants needed to synthesize it. The reactants are: [O:1]1[C:6]2[CH:7]=[CH:8][CH:9]=[CH:10][C:5]=2[N:4]([C:11](=[O:16])[C:12]([F:15])([F:14])[F:13])[CH2:3][CH2:2]1.[Br:17][C:18]1[CH:19]=[CH:20][C:21]([Cl:27])=[C:22]([CH:26]=1)[C:23](Cl)=[O:24].[Al+3].[Cl-].[Cl-].[Cl-]. (7) Given the product [CH2:1]([O:8][NH:9][C@H:10]1[CH2:15][N:14]([C:16]([O:18][C:19]([CH3:21])([CH3:22])[CH3:20])=[O:17])[C@H:13]([C:23]([O:25][CH2:28][CH:27]=[CH2:26])=[O:24])[CH2:12][CH2:11]1)[C:2]1[CH:3]=[CH:4][CH:5]=[CH:6][CH:7]=1, predict the reactants needed to synthesize it. The reactants are: [CH2:1]([O:8][NH:9][C@H:10]1[CH2:15][N:14]([C:16]([O:18][C:19]([CH3:22])([CH3:21])[CH3:20])=[O:17])[C@H:13]([C:23]([OH:25])=[O:24])[CH2:12][CH2:11]1)[C:2]1[CH:7]=[CH:6][CH:5]=[CH:4][CH:3]=1.[CH2:26](Br)[CH:27]=[CH2:28].C(N(C(C)C)CC)(C)C. (8) Given the product [Cl:7][C:8]1[CH:9]=[C:10]([CH2:23][N:24]2[C:28]([CH3:29])=[CH:27][C:26]([C:30]([NH:33][N:34]3[CH2:39][CH2:38][O:37][CH2:36][CH2:35]3)=[O:32])=[N:25]2)[C:11]2[O:15][C:14]([C:16]3[CH:21]=[CH:20][CH:19]=[CH:18][N:17]=3)=[CH:13][C:12]=2[CH:22]=1, predict the reactants needed to synthesize it. The reactants are: C(Cl)(=O)C(Cl)=O.[Cl:7][C:8]1[CH:9]=[C:10]([CH2:23][N:24]2[C:28]([CH3:29])=[CH:27][C:26]([C:30]([OH:32])=O)=[N:25]2)[C:11]2[O:15][C:14]([C:16]3[CH:21]=[CH:20][CH:19]=[CH:18][N:17]=3)=[CH:13][C:12]=2[CH:22]=1.[NH2:33][N:34]1[CH2:39][CH2:38][O:37][CH2:36][CH2:35]1. (9) The reactants are: [CH3:1][NH:2][C@H:3]([C:14]([OH:16])=O)[C:4]([CH3:13])([CH3:12])[C:5]1[CH:10]=[CH:9][C:8]([CH3:11])=[CH:7][CH:6]=1.Cl.[CH3:18]/[C:19](=[CH:25]\[C@@H:26]([N:30]([CH3:39])[C:31](=[O:38])[C@H:32]([C:34]([CH3:37])([CH3:36])[CH3:35])[NH2:33])[CH:27]([CH3:29])[CH3:28])/[C:20]([O:22][CH2:23][CH3:24])=[O:21].F[P-](F)(F)(F)(F)F.N1(O[P+](N2CCCC2)(N2CCCC2)N2CCCC2)C2C=CC=CC=2N=N1.C(N(C(C)C)CC)(C)C. Given the product [CH3:1][NH:2][C@@H:3]([C:14]([NH:33][C@H:32]([C:31]([N:30]([C@@H:26]([CH:27]([CH3:28])[CH3:29])/[CH:25]=[C:19](\[CH3:18])/[C:20]([O:22][CH2:23][CH3:24])=[O:21])[CH3:39])=[O:38])[C:34]([CH3:36])([CH3:37])[CH3:35])=[O:16])[C:4]([CH3:12])([CH3:13])[C:5]1[CH:6]=[CH:7][C:8]([CH3:11])=[CH:9][CH:10]=1, predict the reactants needed to synthesize it.